Task: Predict the reactants needed to synthesize the given product.. Dataset: Full USPTO retrosynthesis dataset with 1.9M reactions from patents (1976-2016) (1) Given the product [F:23][C:24]1[CH:29]=[C:28]([C:2]2[C:7](=[O:8])[N:6]3[C:9]([CH3:12])=[CH:10][S:11][C:5]3=[N:4][C:3]=2[C@@H:13]([NH:15][C:16](=[O:22])[O:17][C:18]([CH3:21])([CH3:20])[CH3:19])[CH3:14])[CH:27]=[CH:26][CH:25]=1, predict the reactants needed to synthesize it. The reactants are: Br[C:2]1[C:7](=[O:8])[N:6]2[C:9]([CH3:12])=[CH:10][S:11][C:5]2=[N:4][C:3]=1[C@@H:13]([NH:15][C:16](=[O:22])[O:17][C:18]([CH3:21])([CH3:20])[CH3:19])[CH3:14].[F:23][C:24]1[CH:25]=[C:26](B(O)O)[CH:27]=[CH:28][CH:29]=1.C(=O)([O-])[O-].[Na+].[Na+]. (2) The reactants are: [NH2:1][CH:2]([CH3:15])[CH2:3][N:4]1[C:12]2[N:11]=[CH:10][NH:9][C:8]=2[C:7](=[O:13])[NH:6][C:5]1=[S:14].[Br:16][C:17]1[CH:18]=[CH:19][C:20]2[N:21]([C:23]([CH:27]=O)=[C:24]([CH3:26])[N:25]=2)[CH:22]=1. Given the product [Br:16][C:17]1[CH:18]=[CH:19][C:20]2[N:21]([C:23]([CH2:27][NH:1][CH:2]([CH3:15])[CH2:3][N:4]3[C:12]4[N:11]=[CH:10][NH:9][C:8]=4[C:7](=[O:13])[NH:6][C:5]3=[S:14])=[C:24]([CH3:26])[N:25]=2)[CH:22]=1, predict the reactants needed to synthesize it. (3) Given the product [CH3:1][O:2][C:3]1[C:23]([O:24][CH3:25])=[CH:22][CH:21]=[CH:20][C:4]=1[C:5]([CH:7]1[CH2:8][CH2:9][NH:10][CH2:11][CH2:12]1)=[O:6], predict the reactants needed to synthesize it. The reactants are: [CH3:1][O:2][C:3]1[C:23]([O:24][CH3:25])=[CH:22][CH:21]=[CH:20][C:4]=1[C:5]([CH:7]1[CH2:12][CH2:11][N:10](C(OC(C)(C)C)=O)[CH2:9][CH2:8]1)=[O:6].Cl.[OH-].[Na+]. (4) Given the product [Br:1][C:2]1[C:8]([C:9]([F:10])([F:11])[F:12])=[CH:7][C:5]([N:6]=[C:19]=[S:20])=[CH:4][C:3]=1[F:13], predict the reactants needed to synthesize it. The reactants are: [Br:1][C:2]1[C:8]([C:9]([F:12])([F:11])[F:10])=[CH:7][C:5]([NH2:6])=[CH:4][C:3]=1[F:13].C(=O)([O-])[O-].[Ca+2].[C:19](Cl)(Cl)=[S:20]. (5) Given the product [CH3:36][O:35][C:33](=[O:34])[CH2:32][NH:30][C:27]1[CH:26]=[CH:25][C:24]([CH2:23][N:11]2[CH:12]=[C:13]([C:15]3[CH:20]=[CH:19][C:18]([Cl:21])=[CH:17][C:16]=3[Cl:22])[N:14]=[C:10]2[CH:9]=[CH:8][C:5]2[CH:4]=[CH:3][C:2]([Br:1])=[CH:7][CH:6]=2)=[CH:29][CH:28]=1, predict the reactants needed to synthesize it. The reactants are: [Br:1][C:2]1[CH:7]=[CH:6][C:5](/[CH:8]=[CH:9]/[C:10]2[N:11]([CH2:23][C:24]3[CH:29]=[CH:28][C:27]([NH2:30])=[CH:26][CH:25]=3)[CH:12]=[C:13]([C:15]3[CH:20]=[CH:19][C:18]([Cl:21])=[CH:17][C:16]=3[Cl:22])[N:14]=2)=[CH:4][CH:3]=1.Br[CH2:32][C:33]([O:35][CH3:36])=[O:34]. (6) Given the product [CH3:56][N:57]([C@@H:68]([C:78]1[NH:82][C:81]2[CH:83]=[CH:84][CH:85]=[C:86]([N:87]3[CH2:92][CH2:91][N:90]([CH3:93])[CH2:89][CH2:88]3)[C:80]=2[N:79]=1)[CH2:69][O:70][CH2:71][C:72]1[CH:73]=[CH:74][CH:75]=[CH:76][CH:77]=1)[CH:58]1[C:67]2[N:66]=[CH:65][CH:64]=[CH:63][C:62]=2[CH2:61][CH2:60][CH2:59]1, predict the reactants needed to synthesize it. The reactants are: CN1CCN(C2C3N=C([C@@H](N(C)C4C5N=CC=CC=5CCC4)CO)NC=3C=CC=2)CC1.C1(COC[C@@H](C(O)=O)NC(OCC2C=CC=CC=2)=O)C=CC=CC=1.[CH3:56][N:57]([C@H:68]([C:78]1[NH:82][C:81]2[CH:83]=[CH:84][CH:85]=[C:86]([N:87]3[CH2:92][CH2:91][N:90]([CH3:93])[CH2:89][CH2:88]3)[C:80]=2[N:79]=1)[CH2:69][O:70][CH2:71][C:72]1[CH:77]=[CH:76][CH:75]=[CH:74][CH:73]=1)[CH:58]1[C:67]2[N:66]=[CH:65][CH:64]=[CH:63][C:62]=2[CH2:61][CH2:60][CH2:59]1. (7) Given the product [NH3:1].[CH3:54][N:38]([CH2:39][C:40]1[N:41]=[N:42][N:43]([C:45]2[CH:46]=[CH:47][C:48]([NH2:51])=[CH:49][CH:50]=2)[CH:44]=1)[CH3:37], predict the reactants needed to synthesize it. The reactants are: [N:1]1C=CC=CC=1C1N=NN(C2C=CC(NC3C4N(C=CN=4)C(C4C=CC(C(N)=O)=CC=4)=CN=3)=CC=2)C=1.[CH3:37][N:38]([CH3:54])[CH2:39][C:40]1[N:41]=[N:42][N:43]([C:45]2[CH:50]=[CH:49][C:48]([N+:51]([O-])=O)=[CH:47][CH:46]=2)[CH:44]=1.[Sn](Cl)Cl.